From a dataset of Catalyst prediction with 721,799 reactions and 888 catalyst types from USPTO. Predict which catalyst facilitates the given reaction. (1) Reactant: [NH2:1][C:2]1[S:3][C:4]2[CH:10]=[C:9]([O:11][C:12]3[CH:13]=[C:14]([CH:28]=[CH:29][CH:30]=3)[C:15]([NH:17][C:18]3[CH:23]=[CH:22][C:21]([C:24]([F:27])([F:26])[F:25])=[CH:20][CH:19]=3)=[O:16])[CH:8]=[CH:7][C:5]=2[N:6]=1.[O:31]1[CH:35]=[C:34]([C:36](O)=[O:37])[N:33]=[CH:32]1.Cl.C(N=C=NCCCN(C)C)C.ON1C2C=CC=CC=2N=N1.C(N(C(C)C)C(C)C)C. Product: [F:26][C:24]([F:27])([F:25])[C:21]1[CH:20]=[CH:19][C:18]([NH:17][C:15]([C:14]2[CH:13]=[C:12]([CH:30]=[CH:29][CH:28]=2)[O:11][C:9]2[CH:8]=[CH:7][C:5]3[N:6]=[C:2]([NH:1][C:36]([C:34]4[N:33]=[CH:32][O:31][CH:35]=4)=[O:37])[S:3][C:4]=3[CH:10]=2)=[O:16])=[CH:23][CH:22]=1. The catalyst class is: 35. (2) Reactant: [Br:1][C:2]1[CH:3]=[C:4]([NH2:9])[C:5]([NH2:8])=[N:6][CH:7]=1.[C:10]([O:14][C:15]([N:17]1[CH2:21][C@@H:20]([CH3:22])[CH2:19][C@H:18]1[C:23](O)=[O:24])=[O:16])([CH3:13])([CH3:12])[CH3:11].N1C(C)=CC(C)=CC=1C.CN(C(ON1N=NC2C=CC=NC1=2)=[N+](C)C)C.F[P-](F)(F)(F)(F)F. Product: [NH2:8][C:5]1[C:4]([NH:9][C:23]([C@@H:18]2[CH2:19][C@H:20]([CH3:22])[CH2:21][N:17]2[C:15]([O:14][C:10]([CH3:11])([CH3:13])[CH3:12])=[O:16])=[O:24])=[CH:3][C:2]([Br:1])=[CH:7][N:6]=1. The catalyst class is: 18. (3) Reactant: [NH2:1][C:2]1[N:14]=[C:13]2[N:4]([C:5]([CH2:18][C:19]3[CH:27]=[CH:26][C:22]4[O:23][CH2:24][O:25][C:21]=4[CH:20]=3)=[N:6][C:7]3[CH:8]=[C:9]([C:15](O)=[O:16])[CH:10]=[CH:11][C:12]=32)[N:3]=1.C(N(CC)C(C)C)(C)C.CN(C(ON1N=NC2C=CC=CC1=2)=[N+](C)C)C.[B-](F)(F)(F)F.[NH2:59][CH2:60][CH2:61][OH:62]. Product: [OH:62][CH2:61][CH2:60][NH:59][C:15]([C:9]1[CH:10]=[CH:11][C:12]2[C:13]3[N:4]([N:3]=[C:2]([NH2:1])[N:14]=3)[C:5]([CH2:18][C:19]3[CH:27]=[CH:26][C:22]4[O:23][CH2:24][O:25][C:21]=4[CH:20]=3)=[N:6][C:7]=2[CH:8]=1)=[O:16]. The catalyst class is: 4. (4) Reactant: [F:1][C:2]1[C:7]([O:8][CH3:9])=[CH:6][CH:5]=[C:4]([F:10])[C:3]=1[CH2:11]O.[Cl:13]CCl. Product: [Cl:13][CH2:11][C:3]1[C:2]([F:1])=[C:7]([O:8][CH3:9])[CH:6]=[CH:5][C:4]=1[F:10]. The catalyst class is: 309.